Dataset: Retrosynthesis with 50K atom-mapped reactions and 10 reaction types from USPTO. Task: Predict the reactants needed to synthesize the given product. (1) Given the product Oc1ccccc1C=NNc1nc(C(Cl)(Cl)Cl)ns1, predict the reactants needed to synthesize it. The reactants are: NNc1nc(C(Cl)(Cl)Cl)ns1.O=Cc1ccccc1O. (2) The reactants are: Nc1nc(Nc2cccnc2)n[nH]1.O=C=Nc1ccccc1. Given the product Nc1nc(Nc2cccnc2)nn1C(=O)Nc1ccccc1, predict the reactants needed to synthesize it. (3) The reactants are: CC(C)(C)OC(=O)NCCC(=O)N(CC(=O)NCc1ccc(C(=O)OCC#N)c(O)c1)CC(=O)NCc1ccc(C(=O)OCC#N)c(O)c1. Given the product N#CCOC(=O)c1ccc(CNC(=O)CN(CC(=O)NCc2ccc(C(=O)OCC#N)c(O)c2)C(=O)CCN)cc1O, predict the reactants needed to synthesize it.